Dataset: Forward reaction prediction with 1.9M reactions from USPTO patents (1976-2016). Task: Predict the product of the given reaction. Given the reactants [CH3:1][O:2][C:3]1[CH:4]=[C:5]([NH:15][C:16]2[N:20]=[C:19]([NH2:21])[NH:18][N:17]=2)[CH:6]=[CH:7][C:8]=1[N:9]1[CH:13]=[C:12]([CH3:14])[N:11]=[CH:10]1.[C:22](/[C:30](=[CH:33]/N(C)C)/[C:31]#[N:32])(=O)[C:23]1[CH:28]=[CH:27][CH:26]=[CH:25][CH:24]=1, predict the reaction product. The product is: [CH3:1][O:2][C:3]1[CH:4]=[C:5]([NH:15][C:16]2[N:20]=[C:19]3[N:21]=[CH:33][C:30]([C:31]#[N:32])=[C:22]([C:23]4[CH:24]=[CH:25][CH:26]=[CH:27][CH:28]=4)[N:18]3[N:17]=2)[CH:6]=[CH:7][C:8]=1[N:9]1[CH:13]=[C:12]([CH3:14])[N:11]=[CH:10]1.